This data is from Forward reaction prediction with 1.9M reactions from USPTO patents (1976-2016). The task is: Predict the product of the given reaction. (1) Given the reactants [C:9](O[C:9]([O:11][C:12]([CH3:15])([CH3:14])[CH3:13])=[O:10])([O:11][C:12]([CH3:15])([CH3:14])[CH3:13])=[O:10].[NH2:16][C:17]1[CH:22]=[CH:21][N:20]=[CH:19][CH:18]=1.Cl, predict the reaction product. The product is: [C:12]([O:11][C:9](=[O:10])[NH:16][C:17]1[CH:22]=[CH:21][N:20]=[CH:19][CH:18]=1)([CH3:13])([CH3:14])[CH3:15]. (2) The product is: [Br:1][C:2]1[CH:3]=[CH:4][C:5]([OH:11])=[C:6]([CH:10]=1)[C:7]([NH:12][C:13]1[S:14][C:15]([Br:22])=[C:16]([C:18]([F:21])([F:19])[F:20])[N:17]=1)=[O:9]. Given the reactants [Br:1][C:2]1[CH:10]=[C:6]([C:7]([OH:9])=O)[C:5]([OH:11])=[CH:4][CH:3]=1.[NH2:12][C:13]1[S:14][C:15]([Br:22])=[C:16]([C:18]([F:21])([F:20])[F:19])[N:17]=1, predict the reaction product. (3) Given the reactants C(=O)([O-])O.[Na+].O.C(=O)([O-])O.[Na+].[NH2:12]OS(O)(=O)=O.[CH3:18][O:19][C:20]([C:22]([C:27]([O:29]C)=O)=[C:23]([S:25][CH3:26])[SH:24])=[O:21], predict the reaction product. The product is: [CH3:18][O:19][C:20]([C:22]1[C:27]([OH:29])=[N:12][S:24][C:23]=1[S:25][CH3:26])=[O:21]. (4) Given the reactants [C:1]([O:5][C:6](=[O:35])[CH2:7][C@H:8]1[CH2:13][C@@H:12]([CH2:14][CH2:15][N:16]2[C:20]([CH:21]([CH3:23])[CH3:22])=[C:19]([CH:24]=O)[N:18]=[C:17]2[C:26]2[CH:31]=[CH:30][C:29]([F:32])=[CH:28][CH:27]=2)[O:11][C:10]([CH3:34])([CH3:33])[O:9]1)([CH3:4])([CH3:3])[CH3:2].[NH3:36], predict the reaction product. The product is: [C:1]([O:5][C:6](=[O:35])[CH2:7][C@H:8]1[CH2:13][C@@H:12]([CH2:14][CH2:15][N:16]2[C:20]([CH:21]([CH3:22])[CH3:23])=[C:19]([CH2:24][NH2:36])[N:18]=[C:17]2[C:26]2[CH:27]=[CH:28][C:29]([F:32])=[CH:30][CH:31]=2)[O:11][C:10]([CH3:33])([CH3:34])[O:9]1)([CH3:2])([CH3:3])[CH3:4].